Dataset: Reaction yield outcomes from USPTO patents with 853,638 reactions. Task: Predict the reaction yield, written as a fraction of the theoretical maximum amount of product (1.0 means a 100% yield; for example, 0.34 means a 34% yield). (1) The reactants are [N:1]([C:4]1[CH:11]=[CH:10][C:7]([C:8]#[N:9])=[C:6]([CH3:12])[N:5]=1)=[C:2]=S.C(N(CC)CC)C.Cl.Cl.[NH2:22][CH2:23][C:24]1([OH:32])[CH:29]2[CH2:30][CH2:31][N:26]([CH2:27][CH2:28]2)[CH2:25]1.C(N=C=NC(C)C)(C)C. The catalyst is CN(C)C=O. The product is [N:26]12[CH2:31][CH2:30][CH:29]([CH2:28][CH2:27]1)[C@@:24]1([O:32][C:2]([NH:1][C:4]3[CH:11]=[CH:10][C:7]([C:8]#[N:9])=[C:6]([CH3:12])[N:5]=3)=[N:22][CH2:23]1)[CH2:25]2. The yield is 0.210. (2) The reactants are [F:1][C:2]1[CH:7]=[CH:6][CH:5]=[C:4]([F:8])[C:3]=1[N:9]1[C:14]2[N:15]=[C:16]([N:29]3[CH2:34][CH2:33][CH:32]([N:35]4[CH2:40][CH2:39][CH:38]([CH3:41])[CH2:37][CH2:36]4)[CH2:31][CH2:30]3)[N:17]=[C:18]([C:19]3[CH:20]=[C:21]([CH:25]=[CH:26][C:27]=3[CH3:28])[C:22]([OH:24])=O)[C:13]=2[CH:12]=[CH:11][C:10]1=[O:42].CN(C(ON1N=NC2C=CC=CC1=2)=[N+](C)C)C.F[P-](F)(F)(F)(F)F.C(N(CC)CC)C.[C:74]([NH2:78])([CH3:77])([CH3:76])[CH3:75]. The catalyst is CN(C=O)C. The product is [F:8][C:4]1[CH:5]=[CH:6][CH:7]=[C:2]([F:1])[C:3]=1[N:9]1[C:14]2[N:15]=[C:16]([N:29]3[CH2:34][CH2:33][CH:32]([N:35]4[CH2:36][CH2:37][CH:38]([CH3:41])[CH2:39][CH2:40]4)[CH2:31][CH2:30]3)[N:17]=[C:18]([C:19]3[CH:20]=[C:21]([CH:25]=[CH:26][C:27]=3[CH3:28])[C:22]([NH:78][C:74]([CH3:77])([CH3:76])[CH3:75])=[O:24])[C:13]=2[CH:12]=[CH:11][C:10]1=[O:42]. The yield is 0.510.